The task is: Regression. Given two drug SMILES strings and cell line genomic features, predict the synergy score measuring deviation from expected non-interaction effect.. This data is from NCI-60 drug combinations with 297,098 pairs across 59 cell lines. (1) Drug 1: C1=NC2=C(N=C(N=C2N1C3C(C(C(O3)CO)O)F)Cl)N. Drug 2: CC1=C(C(=CC=C1)Cl)NC(=O)C2=CN=C(S2)NC3=CC(=NC(=N3)C)N4CCN(CC4)CCO. Cell line: HCT-15. Synergy scores: CSS=5.75, Synergy_ZIP=-3.76, Synergy_Bliss=-1.53, Synergy_Loewe=-3.02, Synergy_HSA=-2.54. (2) Drug 1: C1CC(=O)NC(=O)C1N2C(=O)C3=CC=CC=C3C2=O. Drug 2: CN(C(=O)NC(C=O)C(C(C(CO)O)O)O)N=O. Cell line: OVCAR-8. Synergy scores: CSS=-12.1, Synergy_ZIP=-1.62, Synergy_Bliss=-32.8, Synergy_Loewe=-38.4, Synergy_HSA=-45.8. (3) Drug 1: C1=C(C(=O)NC(=O)N1)F. Drug 2: CC1=C(N=C(N=C1N)C(CC(=O)N)NCC(C(=O)N)N)C(=O)NC(C(C2=CN=CN2)OC3C(C(C(C(O3)CO)O)O)OC4C(C(C(C(O4)CO)O)OC(=O)N)O)C(=O)NC(C)C(C(C)C(=O)NC(C(C)O)C(=O)NCCC5=NC(=CS5)C6=NC(=CS6)C(=O)NCCC[S+](C)C)O. Cell line: NCI/ADR-RES. Synergy scores: CSS=12.4, Synergy_ZIP=-6.73, Synergy_Bliss=-0.465, Synergy_Loewe=-3.14, Synergy_HSA=0.594.